From a dataset of Forward reaction prediction with 1.9M reactions from USPTO patents (1976-2016). Predict the product of the given reaction. (1) Given the reactants [CH3:1][O:2][C:3]1[CH:10]=[CH:9][C:8]([C:11]2[C:19]3[C:14](=[N:15][CH:16]=[CH:17][CH:18]=3)[N:13](S(C3C=CC(C)=CC=3)(=O)=O)[CH:12]=2)=[CH:7][C:4]=1[C:5]#[N:6].[OH-].[Na+].O, predict the reaction product. The product is: [CH3:1][O:2][C:3]1[CH:10]=[CH:9][C:8]([C:11]2[C:19]3[C:14](=[N:15][CH:16]=[CH:17][CH:18]=3)[NH:13][CH:12]=2)=[CH:7][C:4]=1[C:5]#[N:6]. (2) Given the reactants Cl[CH2:2][CH2:3][CH2:4][CH2:5][S:6](Cl)(=[O:8])=[O:7].[NH3:10].C(Cl)[Cl:12], predict the reaction product. The product is: [Cl:12][CH:3]([CH3:2])[CH2:4][CH2:5][S:6]([NH2:10])(=[O:8])=[O:7]. (3) Given the reactants CC1CCCO1.NCCC1C=CC(N)=CC=1.[OH-].[Na+].[Cl:19]C(OCC1C=CC=CC=1)=O.C(O)(=O)CC(CC(O)=O)(C(O)=O)O.Cl[C:44]1[CH:49]=[C:48]([CH3:50])[N:47]=[C:46]([CH3:51])[C:45]=1[N+:52]([O-:54])=[O:53].[NH2:55][C:56]1[CH:74]=[CH:73][C:59]([CH2:60][CH2:61][NH:62][C:63](=[O:72])[O:64][CH2:65][C:66]2[CH:71]=[CH:70][CH:69]=[CH:68][CH:67]=2)=[CH:58][CH:57]=1.[F-].[K+], predict the reaction product. The product is: [ClH:19].[CH3:51][C:46]1[C:45]([N+:52]([O-:54])=[O:53])=[C:44]([NH:55][C:56]2[CH:74]=[CH:73][C:59]([CH2:60][CH2:61][NH:62][C:63](=[O:72])[O:64][CH2:65][C:66]3[CH:67]=[CH:68][CH:69]=[CH:70][CH:71]=3)=[CH:58][CH:57]=2)[CH:49]=[C:48]([CH3:50])[N:47]=1. (4) Given the reactants [Cl:1][C:2]1[CH:12]=[CH:11][C:5]([C:6]([O:8]CC)=O)=[CH:4][CH:3]=1.[H-].[Na+].[CH3:15][C:16]([CH3:18])=[O:17].Cl, predict the reaction product. The product is: [Cl:1][C:2]1[CH:3]=[CH:4][C:5]([C:6](=[O:8])[CH2:15][C:16](=[O:17])[CH3:18])=[CH:11][CH:12]=1. (5) Given the reactants C1(C(=[N:14][CH:15]([CH2:21][CH2:22][C:23]2[CH:24]=[C:25]3[C:48](=[CH:49][CH:50]=2)[C:29]2=[N:30][O:31][C:32]([C:33]4[C:37]([C:38]([F:41])([F:40])[F:39])=[C:36]([C:42]5[CH:47]=[CH:46][CH:45]=[CH:44][CH:43]=5)[O:35][N:34]=4)=[C:28]2[CH2:27][CH2:26]3)[C:16]([O:18]CC)=[O:17])C2C=CC=CC=2)C=CC=CC=1.Cl.[OH-].[Na+].[C:54]([OH:60])([C:56]([F:59])([F:58])[F:57])=[O:55], predict the reaction product. The product is: [NH2:14][CH:15]([CH2:21][CH2:22][C:23]1[CH:24]=[C:25]2[C:48](=[CH:49][CH:50]=1)[C:29]1=[N:30][O:31][C:32]([C:33]3[C:37]([C:38]([F:39])([F:40])[F:41])=[C:36]([C:42]4[CH:43]=[CH:44][CH:45]=[CH:46][CH:47]=4)[O:35][N:34]=3)=[C:28]1[CH2:27][CH2:26]2)[C:16]([OH:18])=[O:17].[C:54]([OH:60])([C:56]([F:59])([F:58])[F:57])=[O:55]. (6) Given the reactants Cl[C:2]1[N:7]=[C:6]([Cl:8])[N:5]=[C:4]([NH:9][C:10]2[NH:14][N:13]=[C:12]([CH:15]3[CH2:17][CH2:16]3)[CH:11]=2)[N:3]=1.[N:18]1[CH:23]=[CH:22][N:21]=[CH:20][C:19]=1[NH:24][C:25]([C@@H:27]1[CH2:32][C@H:31]2[C@H:29]([CH2:30]2)[NH:28]1)=[O:26].ClC1N=C(NC2NN=C(C3CC3)C=2)N=C(N2CCC[C@@]2(C)C(NC2C=NC(F)=CC=2)=O)N=1, predict the reaction product. The product is: [Cl:8][C:6]1[N:5]=[C:4]([NH:9][C:10]2[NH:14][N:13]=[C:12]([CH:15]3[CH2:17][CH2:16]3)[CH:11]=2)[N:3]=[C:2]([N:28]2[C@H:27]([C:25]([NH:24][C:19]3[CH:20]=[N:21][CH:22]=[CH:23][N:18]=3)=[O:26])[CH2:32][C@H:31]3[C@@H:29]2[CH2:30]3)[N:7]=1. (7) Given the reactants [NH2:1][C:2]1[S:6][C:5]([C:7]2[C:12]([F:13])=[CH:11][CH:10]=[CH:9][C:8]=2[F:14])=[N:4][C:3]=1[C:15]([NH:17][C:18]1[CH:19]=[N:20][N:21]([CH3:34])[C:22]=1[N:23]1[CH2:32][C:28]2(OC[CH2:29]2)[CH2:27][CH:26]([NH2:33])[CH2:25][CH2:24]1)=[O:16].C=C1CN(C2N(C)N=CC=2[N+]([O-])=O)CC[C@H](NC(=O)OC(C)(C)C)C1, predict the reaction product. The product is: [NH2:1][C:2]1[S:6][C:5]([C:7]2[C:12]([F:13])=[CH:11][CH:10]=[CH:9][C:8]=2[F:14])=[N:4][C:3]=1[C:15]([NH:17][C:18]1[CH:19]=[N:20][N:21]([CH3:34])[C:22]=1[N:23]1[CH2:24][CH2:25][CH:26]([NH2:33])[CH2:27][CH:28]([CH3:29])[CH2:32]1)=[O:16]. (8) Given the reactants [SH:1][C:2]1[NH:3][C:4]2[CH:10]=[C:9](C)[CH:8]=[CH:7][C:5]=2[N:6]=1.Br[CH2:13][C:14](=[O:20])[C:15]([O:17][CH2:18][CH3:19])=[O:16].[CH3:21][OH:22], predict the reaction product. The product is: [CH2:18]([O:17][C:15](=[O:16])[C:14](=[O:20])[CH2:13][S:1][C:2]1[NH:6][C:5]2[CH:7]=[CH:8][C:9]([O:22][CH3:21])=[CH:10][C:4]=2[N:3]=1)[CH3:19].